Dataset: Reaction yield outcomes from USPTO patents with 853,638 reactions. Task: Predict the reaction yield, written as a fraction of the theoretical maximum amount of product (1.0 means a 100% yield; for example, 0.34 means a 34% yield). (1) The reactants are FC(F)(F)C(O)=O.[Cl:8][C:9]1[CH:14]=[C:13]2[NH:15][C:16](=[O:38])[C:17]3([CH:21]([C:22]4[CH:27]=[CH:26][CH:25]=[C:24]([Cl:28])[C:23]=4[F:29])[CH:20]([C:30](O)=[O:31])[NH:19][CH:18]3[CH2:33][C:34]([CH3:37])([CH3:36])[CH3:35])[C:12]2=[CH:11][CH:10]=1.C(N(C(C)C)CC)(C)C.C1(P(Cl)(C2C=CC=CC=2)=O)C=CC=CC=1.[NH2:63][C:64]1[CH:69]=[CH:68][N:67]=[CH:66][C:65]=1[O:70][CH3:71]. No catalyst specified. The product is [CH3:71][O:70][C:65]1[CH:66]=[N:67][CH:68]=[CH:69][C:64]=1[NH:63][C:30]([CH:20]1[NH:19][CH:18]([CH2:33][C:34]([CH3:35])([CH3:37])[CH3:36])[C:17]2([C:12]3[C:13](=[CH:14][C:9]([Cl:8])=[CH:10][CH:11]=3)[NH:15][C:16]2=[O:38])[CH:21]1[C:22]1[CH:27]=[CH:26][CH:25]=[C:24]([Cl:28])[C:23]=1[F:29])=[O:31]. The yield is 0.410. (2) The reactants are [CH3:1][C:2]1([OH:8])[CH2:7][CH2:6][NH:5][CH2:4][CH2:3]1.Br[C:10]1[CH:11]=[CH:12][C:13]([N+:16]([O-:18])=[O:17])=[N:14][CH:15]=1. The catalyst is [I-].C([N+](CCCC)(CCCC)CCCC)CCC.CS(C)=O.CCOC(C)=O. The product is [CH3:1][C:2]1([OH:8])[CH2:7][CH2:6][N:5]([C:10]2[CH:15]=[N:14][C:13]([N+:16]([O-:18])=[O:17])=[CH:12][CH:11]=2)[CH2:4][CH2:3]1. The yield is 0.682. (3) The reactants are [NH2:1][C:2]1[CH:10]=[CH:9][CH:8]=[C:7]([F:11])[C:3]=1[C:4](O)=O.C(O)(=O)[C:13]1[C:14](=[CH:16]C=CC=1)[NH2:15].[CH:22]([CH:25]1[CH2:30][C:29](=O)[CH2:28][C:27](=[O:32])[CH2:26]1)([CH3:24])[CH3:23].CC1(C)CC(=O)CC(=O)C1. The catalyst is C1(C)C=CC=CC=1. The product is [F:11][C:7]1[C:3]2[C:4]3[C:28]4[C:27](=[O:32])[CH2:26][CH:25]([CH:22]([CH3:23])[CH3:24])[CH2:30][C:29]=4[N:15]=[C:14]([CH3:16])[C:13]=3[NH:1][C:2]=2[CH:10]=[CH:9][CH:8]=1. The yield is 0.590. (4) The reactants are C(OC(=O)C)C.[C:7]([O:11][C:12]([NH:14][CH2:15][CH2:16][O:17][C:18](=[O:32])[CH2:19][O:20][C:21]1[CH:26]=[CH:25][C:24]([CH2:27][CH2:28][CH2:29][CH2:30][NH2:31])=[CH:23][CH:22]=1)=[O:13])([CH3:10])([CH3:9])[CH3:8].C(N(CC)CC)C.I.[NH2:41][C:42]1[C:43]([C:50]([NH:52][C:53](=[NH:56])SC)=[O:51])=[N:44][C:45]([Cl:49])=[C:46]([NH2:48])[N:47]=1. The catalyst is C1COCC1. The product is [C:7]([O:11][C:12]([NH:14][CH2:15][CH2:16][O:17][C:18](=[O:32])[CH2:19][O:20][C:21]1[CH:22]=[CH:23][C:24]([CH2:27][CH2:28][CH2:29][CH2:30][NH:31][C:53]([NH2:56])=[N:52][C:50]([C:43]2[C:42]([NH2:41])=[N:47][C:46]([NH2:48])=[C:45]([Cl:49])[N:44]=2)=[O:51])=[CH:25][CH:26]=1)=[O:13])([CH3:10])([CH3:8])[CH3:9]. The yield is 0.760. (5) The reactants are [H-].[Na+].[NH2:3][C:4]1[CH:9]=[CH:8][CH:7]=[CH:6][C:5]=1[S:10]([CH:13]([CH3:15])[CH3:14])(=[O:12])=[O:11].[Cl:16][C:17]1[N:22]=[C:21](Cl)[CH:20]=[CH:19][N:18]=1. The catalyst is CN(C=O)C. The product is [Cl:16][C:17]1[N:22]=[C:21]([NH:3][C:4]2[CH:9]=[CH:8][CH:7]=[CH:6][C:5]=2[S:10]([CH:13]([CH3:15])[CH3:14])(=[O:12])=[O:11])[CH:20]=[CH:19][N:18]=1. The yield is 0.170. (6) The reactants are [CH3:1][O:2][C:3]1[CH:20]=[CH:19][C:6]2[NH:7][C:8]([CH2:13][C:14]([O:16]CC)=O)=[N:9][S:10](=[O:12])(=[O:11])[C:5]=2[CH:4]=1.[CH3:21][CH:22]([CH3:37])[CH2:23][CH2:24][N:25]1[C:30]2[N:31]=[CH:32][CH:33]=[CH:34][C:29]=2[C:28](=O)[O:27]C1=O.[H-].[Na+].C(O)(=O)C. The catalyst is C1COCC1. The product is [OH:27][C:28]1[C:29]2[C:30](=[N:31][CH:32]=[CH:33][CH:34]=2)[N:25]([CH2:24][CH2:23][CH:22]([CH3:37])[CH3:21])[C:14](=[O:16])[C:13]=1[C:8]1[NH:7][C:6]2[CH:19]=[CH:20][C:3]([O:2][CH3:1])=[CH:4][C:5]=2[S:10](=[O:11])(=[O:12])[N:9]=1. The yield is 0.800.